This data is from Full USPTO retrosynthesis dataset with 1.9M reactions from patents (1976-2016). The task is: Predict the reactants needed to synthesize the given product. (1) Given the product [N+:9]([C:6]1[CH:7]=[CH:8][C:2]([C:19]#[C:17][CH3:18])=[C:3]([NH2:4])[CH:5]=1)([O-:11])=[O:10], predict the reactants needed to synthesize it. The reactants are: Br[C:2]1[CH:8]=[CH:7][C:6]([N+:9]([O-:11])=[O:10])=[CH:5][C:3]=1[NH2:4].C(N([CH2:17][CH3:18])CC)C.[C:19](#N)C. (2) The reactants are: [Br:1][C:2]1[CH:16]=[CH:15][C:5]([C:6]([NH2:14])=[N:7][C:8]2[CH:9]=[N:10][CH:11]=[CH:12][CH:13]=2)=[C:4]([F:17])[CH:3]=1.C[Si]([NH-])(C)C.C[Si]([NH-])(C)C.[Li+].[Li+].Br.Br[CH2:32][C:33]([C:35]1[CH:40]=[CH:39][CH:38]=[CH:37][N:36]=1)=O. Given the product [Br:1][C:2]1[CH:16]=[CH:15][C:5]([C:6]2[N:7]([C:8]3[CH:9]=[N:10][CH:11]=[CH:12][CH:13]=3)[CH:32]=[C:33]([C:35]3[CH:40]=[CH:39][CH:38]=[CH:37][N:36]=3)[N:14]=2)=[C:4]([F:17])[CH:3]=1, predict the reactants needed to synthesize it. (3) Given the product [C:24](=[O:25])([O:26][CH:27]([N:9]1[N:10]=[N:11][C:7]([C:6]2[N:5]([CH3:12])[N:4]=[CH:3][C:2]=2[I:1])=[N:8]1)[CH3:28])[O:15][CH2:13][CH3:14], predict the reactants needed to synthesize it. The reactants are: [I:1][C:2]1[CH:3]=[N:4][N:5]([CH3:12])[C:6]=1[C:7]1[N:8]=[N:9][NH:10][N:11]=1.[CH:13](=[O:15])[CH3:14].C(N(CC)CC)C.Cl[C:24]([O:26][CH2:27][CH3:28])=[O:25]. (4) Given the product [F:26][C:23]1[CH:24]=[CH:25][C:20]([C:9]2[CH:17]=[CH:16][CH:15]=[C:14]3[C:10]=2[CH:11]=[CH:12][NH:13]3)=[CH:21][CH:22]=1, predict the reactants needed to synthesize it. The reactants are: CC1(C)C(C)(C)OB([C:9]2[CH:17]=[CH:16][CH:15]=[C:14]3[C:10]=2[CH:11]=[CH:12][NH:13]3)O1.Br[C:20]1[CH:25]=[CH:24][C:23]([F:26])=[CH:22][CH:21]=1.[OH-].[Na+]. (5) Given the product [Cl:22][C:17]1[CH:16]=[C:15]([C@H:13]2[C@H:12]([C:23]([O:25][CH3:26])=[O:24])[O:11][CH2:10][CH2:9][N:8]([C:6]([O:5][C:1]([CH3:4])([CH3:2])[CH3:3])=[O:7])[CH2:14]2)[CH:20]=[CH:19][C:18]=1[Cl:21], predict the reactants needed to synthesize it. The reactants are: [C:1]([O:5][C:6]([N:8]1[CH2:14][C@@H:13]([C:15]2[CH:20]=[CH:19][C:18]([Cl:21])=[C:17]([Cl:22])[CH:16]=2)[C@H:12]([C:23]([OH:25])=[O:24])[O:11][CH2:10][CH2:9]1)=[O:7])([CH3:4])([CH3:3])[CH3:2].[C:26](=O)([O-])[O-].[K+].[K+].CI.O. (6) Given the product [Cl:1][C:2]1[CH:7]=[CH:6][C:5]([C:8]2[N:12]([CH2:13][C:14]([N:16]3[CH2:21][CH2:20][O:19][CH2:18][CH2:17]3)=[O:15])[C:11]3[CH:22]=[C:23]([C:25]([OH:27])=[O:26])[S:24][C:10]=3[C:9]=2[CH:29]2[CH2:34][CH2:33][CH2:32][CH2:31][CH2:30]2)=[CH:4][CH:3]=1, predict the reactants needed to synthesize it. The reactants are: [Cl:1][C:2]1[CH:7]=[CH:6][C:5]([C:8]2[N:12]([CH2:13][C:14]([N:16]3[CH2:21][CH2:20][O:19][CH2:18][CH2:17]3)=[O:15])[C:11]3[CH:22]=[C:23]([C:25]([O:27]C)=[O:26])[S:24][C:10]=3[C:9]=2[CH:29]2[CH2:34][CH2:33][CH2:32][CH2:31][CH2:30]2)=[CH:4][CH:3]=1.B(Br)(Br)Br. (7) Given the product [CH2:1]([C:8]1[C:13](=[O:14])[N:12]([C:15]2[CH:20]=[CH:19][CH:18]=[C:17]([C:21](=[O:22])[NH2:34])[CH:16]=2)[C:11]2[N:24]=[CH:25][CH:26]=[CH:27][C:10]=2[N:9]=1)[C:2]1[CH:7]=[CH:6][CH:5]=[CH:4][CH:3]=1, predict the reactants needed to synthesize it. The reactants are: [CH2:1]([C:8]1[C:13](=[O:14])[N:12]([C:15]2[CH:20]=[CH:19][CH:18]=[C:17]([C:21](O)=[O:22])[CH:16]=2)[C:11]2[N:24]=[CH:25][CH:26]=[CH:27][C:10]=2[N:9]=1)[C:2]1[CH:7]=[CH:6][CH:5]=[CH:4][CH:3]=1.C(Cl)(=O)C(Cl)=O.[NH3:34].C(=O)(O)[O-].[Na+]. (8) Given the product [CH3:1][O:2][C:3](=[O:16])[CH2:4][C:5]1[S:6][C:7]([C:10]2[N:11]=[C:12]([NH:15][C:17](=[O:19])[CH3:18])[S:13][CH:14]=2)=[CH:8][CH:9]=1, predict the reactants needed to synthesize it. The reactants are: [CH3:1][O:2][C:3](=[O:16])[CH2:4][C:5]1[S:6][C:7]([C:10]2[N:11]=[C:12]([NH2:15])[S:13][CH:14]=2)=[CH:8][CH:9]=1.[C:17](OC(=O)C)(=[O:19])[CH3:18]. (9) Given the product [C:26]([C:14]1[CH:15]=[C:16]2[C:21](=[CH:22][C:13]=1[O:12][C:11]1[CH:10]=[CH:9][C:8]([C:6]([OH:5])=[O:7])=[CH:29][CH:28]=1)[O:20][CH2:19][CH2:18][CH:17]2[C:23]([O:25][CH3:31])=[O:24])#[N:27], predict the reactants needed to synthesize it. The reactants are: C([O:5][C:6]([C:8]1[CH:29]=[CH:28][C:11]([O:12][C:13]2[CH:22]=[C:21]3[C:16]([CH:17]([C:23]([O-:25])=[O:24])[CH2:18][CH2:19][O:20]3)=[CH:15][C:14]=2[C:26]#[N:27])=[CH:10][CH:9]=1)=[O:7])(C)(C)C.F[C:31](F)(F)C(O)=O. (10) Given the product [F:32][C:29]1[CH:30]=[CH:31][C:26]([C:2]2[C:7]([C:8]3[CH:9]=[C:10]4[C:14](=[CH:15][CH:16]=3)[N:13]([CH2:17][O:18][CH2:19][CH2:20][Si:21]([CH3:24])([CH3:23])[CH3:22])[N:12]=[CH:11]4)=[CH:6][CH:5]=[CH:4][N:3]=2)=[N:27][CH:28]=1, predict the reactants needed to synthesize it. The reactants are: Cl[C:2]1[C:7]([C:8]2[CH:9]=[C:10]3[C:14](=[CH:15][CH:16]=2)[N:13]([CH2:17][O:18][CH2:19][CH2:20][Si:21]([CH3:24])([CH3:23])[CH3:22])[N:12]=[CH:11]3)=[CH:6][CH:5]=[CH:4][N:3]=1.Br[C:26]1[CH:31]=[CH:30][C:29]([F:32])=[CH:28][N:27]=1.